This data is from Forward reaction prediction with 1.9M reactions from USPTO patents (1976-2016). The task is: Predict the product of the given reaction. Given the reactants [F:1][C:2]1[CH:10]=[C:9]2[C:5]([C:6]([C:12]3[N:13]=[C:14]4[C:20]([C:21]([OH:23])=O)=[CH:19][N:18]([CH2:24][O:25][CH2:26][CH2:27][Si:28]([CH3:31])([CH3:30])[CH3:29])[C:15]4=[N:16][CH:17]=3)=[N:7][N:8]2[CH3:11])=[CH:4][CH:3]=1.[O:32]1[CH2:35][CH:34]([C@H:36]([NH2:38])[CH3:37])[CH2:33]1.C(N(CC)C(C)C)(C)C.CN(C(ON1N=NC2C=CC=NC1=2)=[N+](C)C)C.F[P-](F)(F)(F)(F)F, predict the reaction product. The product is: [O:32]1[CH2:35][CH:34]([C@H:36]([NH:38][C:21]([C:20]2[C:14]3[C:15](=[N:16][CH:17]=[C:12]([C:6]4[C:5]5[C:9](=[CH:10][C:2]([F:1])=[CH:3][CH:4]=5)[N:8]([CH3:11])[N:7]=4)[N:13]=3)[N:18]([CH2:24][O:25][CH2:26][CH2:27][Si:28]([CH3:30])([CH3:29])[CH3:31])[CH:19]=2)=[O:23])[CH3:37])[CH2:33]1.